Regression. Given two drug SMILES strings and cell line genomic features, predict the synergy score measuring deviation from expected non-interaction effect. From a dataset of NCI-60 drug combinations with 297,098 pairs across 59 cell lines. (1) Drug 1: CC1CCC2CC(C(=CC=CC=CC(CC(C(=O)C(C(C(=CC(C(=O)CC(OC(=O)C3CCCCN3C(=O)C(=O)C1(O2)O)C(C)CC4CCC(C(C4)OC)O)C)C)O)OC)C)C)C)OC. Drug 2: COC1=C2C(=CC3=C1OC=C3)C=CC(=O)O2. Cell line: IGROV1. Synergy scores: CSS=19.7, Synergy_ZIP=-5.85, Synergy_Bliss=-0.762, Synergy_Loewe=-19.6, Synergy_HSA=-0.770. (2) Drug 1: CC1=C(N=C(N=C1N)C(CC(=O)N)NCC(C(=O)N)N)C(=O)NC(C(C2=CN=CN2)OC3C(C(C(C(O3)CO)O)O)OC4C(C(C(C(O4)CO)O)OC(=O)N)O)C(=O)NC(C)C(C(C)C(=O)NC(C(C)O)C(=O)NCCC5=NC(=CS5)C6=NC(=CS6)C(=O)NCCC[S+](C)C)O. Drug 2: CN(CC1=CN=C2C(=N1)C(=NC(=N2)N)N)C3=CC=C(C=C3)C(=O)NC(CCC(=O)O)C(=O)O. Cell line: NCI/ADR-RES. Synergy scores: CSS=46.2, Synergy_ZIP=-2.08, Synergy_Bliss=-1.30, Synergy_Loewe=-1.10, Synergy_HSA=0.489. (3) Drug 1: COC1=C(C=C2C(=C1)N=CN=C2NC3=CC(=C(C=C3)F)Cl)OCCCN4CCOCC4. Drug 2: CCC1(CC2CC(C3=C(CCN(C2)C1)C4=CC=CC=C4N3)(C5=C(C=C6C(=C5)C78CCN9C7C(C=CC9)(C(C(C8N6C=O)(C(=O)OC)O)OC(=O)C)CC)OC)C(=O)OC)O.OS(=O)(=O)O. Cell line: UACC-257. Synergy scores: CSS=31.0, Synergy_ZIP=-0.778, Synergy_Bliss=10.2, Synergy_Loewe=-5.68, Synergy_HSA=8.19. (4) Drug 1: C1CN1C2=NC(=NC(=N2)N3CC3)N4CC4. Drug 2: C1=C(C(=O)NC(=O)N1)F. Cell line: SN12C. Synergy scores: CSS=47.3, Synergy_ZIP=-5.61, Synergy_Bliss=-4.03, Synergy_Loewe=1.56, Synergy_HSA=2.81. (5) Drug 1: CC1C(C(CC(O1)OC2CC(CC3=C2C(=C4C(=C3O)C(=O)C5=C(C4=O)C(=CC=C5)OC)O)(C(=O)C)O)N)O.Cl. Drug 2: CC1=CC2C(CCC3(C2CCC3(C(=O)C)OC(=O)C)C)C4(C1=CC(=O)CC4)C. Cell line: UACC62. Synergy scores: CSS=31.7, Synergy_ZIP=-1.41, Synergy_Bliss=6.96, Synergy_Loewe=-11.3, Synergy_HSA=6.82. (6) Drug 1: CC1=C(C(CCC1)(C)C)C=CC(=CC=CC(=CC(=O)O)C)C. Drug 2: CCCCCOC(=O)NC1=NC(=O)N(C=C1F)C2C(C(C(O2)C)O)O. Cell line: A498. Synergy scores: CSS=10.00, Synergy_ZIP=-3.48, Synergy_Bliss=-2.91, Synergy_Loewe=-1.96, Synergy_HSA=-0.770. (7) Drug 1: C1CCN(CC1)CCOC2=CC=C(C=C2)C(=O)C3=C(SC4=C3C=CC(=C4)O)C5=CC=C(C=C5)O. Drug 2: C1=C(C(=O)NC(=O)N1)F. Cell line: SK-MEL-2. Synergy scores: CSS=24.6, Synergy_ZIP=2.65, Synergy_Bliss=3.55, Synergy_Loewe=1.19, Synergy_HSA=1.97. (8) Drug 1: CC1=CC2C(CCC3(C2CCC3(C(=O)C)OC(=O)C)C)C4(C1=CC(=O)CC4)C. Drug 2: CC12CCC3C(C1CCC2OP(=O)(O)O)CCC4=C3C=CC(=C4)OC(=O)N(CCCl)CCCl.[Na+]. Cell line: SF-539. Synergy scores: CSS=-2.18, Synergy_ZIP=-2.38, Synergy_Bliss=-6.60, Synergy_Loewe=-10.8, Synergy_HSA=-7.23. (9) Drug 1: CC=C1C(=O)NC(C(=O)OC2CC(=O)NC(C(=O)NC(CSSCCC=C2)C(=O)N1)C(C)C)C(C)C. Drug 2: C1C(C(OC1N2C=NC3=C2NC=NCC3O)CO)O. Cell line: UO-31. Synergy scores: CSS=-5.08, Synergy_ZIP=2.12, Synergy_Bliss=0.118, Synergy_Loewe=-5.56, Synergy_HSA=-4.97. (10) Drug 1: C(CC(=O)O)C(=O)CN.Cl. Drug 2: C1C(C(OC1N2C=NC(=NC2=O)N)CO)O. Cell line: RXF 393. Synergy scores: CSS=4.93, Synergy_ZIP=-2.98, Synergy_Bliss=-0.764, Synergy_Loewe=-0.861, Synergy_HSA=-0.433.